Dataset: NCI-60 drug combinations with 297,098 pairs across 59 cell lines. Task: Regression. Given two drug SMILES strings and cell line genomic features, predict the synergy score measuring deviation from expected non-interaction effect. Drug 1: CCC1=CC2CC(C3=C(CN(C2)C1)C4=CC=CC=C4N3)(C5=C(C=C6C(=C5)C78CCN9C7C(C=CC9)(C(C(C8N6C)(C(=O)OC)O)OC(=O)C)CC)OC)C(=O)OC.C(C(C(=O)O)O)(C(=O)O)O. Drug 2: CC1C(C(=O)NC(C(=O)N2CCCC2C(=O)N(CC(=O)N(C(C(=O)O1)C(C)C)C)C)C(C)C)NC(=O)C3=C4C(=C(C=C3)C)OC5=C(C(=O)C(=C(C5=N4)C(=O)NC6C(OC(=O)C(N(C(=O)CN(C(=O)C7CCCN7C(=O)C(NC6=O)C(C)C)C)C)C(C)C)C)N)C. Cell line: M14. Synergy scores: CSS=16.9, Synergy_ZIP=-0.223, Synergy_Bliss=-0.337, Synergy_Loewe=-1.02, Synergy_HSA=-0.817.